Dataset: Forward reaction prediction with 1.9M reactions from USPTO patents (1976-2016). Task: Predict the product of the given reaction. (1) Given the reactants C(O[C:6]([N:8]1[CH2:12][CH2:11][C@H:10]([N:13]2[C:21]3[C:16](=[CH:17][C:18]([C:22]([N:24]4[CH2:29][CH2:28][N:27]([CH:30]([CH3:32])[CH3:31])[CH2:26][CH2:25]4)=[O:23])=[CH:19][CH:20]=3)[CH:15]=[CH:14]2)[CH2:9]1)=O)(C)(C)C.N1[C:37]2[C:36](=[CH:37][C:34](C(N3CCN(C(C)C)CC3)=O)=[CH:35][CH:36]=2)[CH:35]=[CH:34]1.C(OC(N1CC[C@@H](O)C1)=O)(C)(C)C.C1(=O)CCCC1, predict the reaction product. The product is: [CH:6]1([N:8]2[CH2:12][CH2:11][C@H:10]([N:13]3[C:21]4[C:16](=[CH:17][C:18]([C:22]([N:24]5[CH2:25][CH2:26][N:27]([CH:30]([CH3:31])[CH3:32])[CH2:28][CH2:29]5)=[O:23])=[CH:19][CH:20]=4)[CH:15]=[CH:14]3)[CH2:9]2)[CH2:37][CH2:36][CH2:35][CH2:34]1. (2) The product is: [Br:18][CH:9]([C:10]1[CH:15]=[CH:14][N:13]=[C:12]([F:16])[CH:11]=1)[C:8]([C:5]1[CH:4]=[CH:3][C:2]([F:1])=[CH:7][CH:6]=1)=[O:17]. Given the reactants [F:1][C:2]1[CH:7]=[CH:6][C:5]([C:8](=[O:17])[CH2:9][C:10]2[CH:15]=[CH:14][N:13]=[C:12]([F:16])[CH:11]=2)=[CH:4][CH:3]=1.[Br:18]N1C(=O)CCC1=O.C([O-])(O)=O.[Na+], predict the reaction product. (3) Given the reactants Cl.C([O:9][C:10]1[CH:11]=[C:12]([CH:21]([OH:42])[CH2:22][NH:23][C:24]([CH3:41])([CH3:40])[CH2:25][CH2:26][CH2:27][N:28]2[C:32]3[CH:33]=[CH:34][CH:35]=[C:36]([O:37][CH3:38])[C:31]=3[NH:30][C:29]2=[O:39])[C:13]2[O:18][CH2:17][C:16](=[O:19])[NH:15][C:14]=2[CH:20]=1)C1C=CC=CC=1, predict the reaction product. The product is: [OH:9][C:10]1[CH:11]=[C:12]([CH:21]([OH:42])[CH2:22][NH:23][C:24]([CH3:40])([CH3:41])[CH2:25][CH2:26][CH2:27][N:28]2[C:32]3[CH:33]=[CH:34][CH:35]=[C:36]([O:37][CH3:38])[C:31]=3[NH:30][C:29]2=[O:39])[C:13]2[O:18][CH2:17][C:16](=[O:19])[NH:15][C:14]=2[CH:20]=1. (4) Given the reactants [S:1]1[CH:5]=[CH:4][N:3]=[C:2]1[NH:6][C:7]([C:9]1[CH:10]=[C:11]2[C:15](=[CH:16][CH:17]=1)[NH:14][CH:13]=[CH:12]2)=[O:8].C([BH3-])#N.[Na+].[OH-].[Na+], predict the reaction product. The product is: [S:1]1[CH:5]=[CH:4][N:3]=[C:2]1[NH:6][C:7]([C:9]1[CH:10]=[C:11]2[C:15](=[CH:16][CH:17]=1)[NH:14][CH2:13][CH2:12]2)=[O:8]. (5) Given the reactants [Br:1][C:2]1[CH:7]=[CH:6][N:5]=[C:4]([NH2:8])[CH:3]=1.[C:9]([N:17]=[C:18]=[S:19])(=[O:16])[C:10]1[CH:15]=[CH:14][CH:13]=[CH:12][CH:11]=1, predict the reaction product. The product is: [Br:1][C:2]1[CH:7]=[CH:6][N:5]=[C:4]([NH:8][C:18]([NH:17][C:9](=[O:16])[C:10]2[CH:11]=[CH:12][CH:13]=[CH:14][CH:15]=2)=[S:19])[CH:3]=1. (6) Given the reactants [CH2:1]=[CH:2][CH2:3][CH2:4][CH2:5][CH2:6][CH2:7][CH2:8][CH2:9][CH2:10][CH2:11][CH3:12].I[C:14]1[CH:21]=[CH:20][C:17]([C:18]#[N:19])=[CH:16][CH:15]=1, predict the reaction product. The product is: [CH2:12]([C:14]1[CH:21]=[CH:20][C:17]([C:18]#[N:19])=[CH:16][CH:15]=1)[CH2:11][CH2:10][CH2:9][CH2:8][CH2:7][CH2:6][CH2:5][CH2:4][CH2:3][CH2:2][CH3:1].